This data is from NCI-60 drug combinations with 297,098 pairs across 59 cell lines. The task is: Regression. Given two drug SMILES strings and cell line genomic features, predict the synergy score measuring deviation from expected non-interaction effect. (1) Drug 1: CC1=C(C=C(C=C1)C(=O)NC2=CC(=CC(=C2)C(F)(F)F)N3C=C(N=C3)C)NC4=NC=CC(=N4)C5=CN=CC=C5. Drug 2: C1C(C(OC1N2C=NC3=C2NC=NCC3O)CO)O. Cell line: SN12C. Synergy scores: CSS=-6.19, Synergy_ZIP=1.65, Synergy_Bliss=-1.62, Synergy_Loewe=-7.54, Synergy_HSA=-7.25. (2) Drug 1: CC1=CC=C(C=C1)C2=CC(=NN2C3=CC=C(C=C3)S(=O)(=O)N)C(F)(F)F. Drug 2: C1CN(P(=O)(OC1)NCCCl)CCCl. Cell line: MDA-MB-231. Synergy scores: CSS=1.38, Synergy_ZIP=-1.43, Synergy_Bliss=-2.63, Synergy_Loewe=-3.98, Synergy_HSA=-3.72. (3) Drug 1: C1=CC(=CC=C1CCC2=CNC3=C2C(=O)NC(=N3)N)C(=O)NC(CCC(=O)O)C(=O)O. Drug 2: CN1C(=O)N2C=NC(=C2N=N1)C(=O)N. Cell line: DU-145. Synergy scores: CSS=20.5, Synergy_ZIP=3.87, Synergy_Bliss=7.32, Synergy_Loewe=-9.74, Synergy_HSA=3.57. (4) Drug 1: CCCCC(=O)OCC(=O)C1(CC(C2=C(C1)C(=C3C(=C2O)C(=O)C4=C(C3=O)C=CC=C4OC)O)OC5CC(C(C(O5)C)O)NC(=O)C(F)(F)F)O. Drug 2: CC1C(C(CC(O1)OC2CC(CC3=C2C(=C4C(=C3O)C(=O)C5=C(C4=O)C(=CC=C5)OC)O)(C(=O)CO)O)N)O.Cl. Cell line: MDA-MB-231. Synergy scores: CSS=37.0, Synergy_ZIP=0.397, Synergy_Bliss=-0.100, Synergy_Loewe=-0.970, Synergy_HSA=0.258. (5) Drug 1: COC1=C(C=C2C(=C1)N=CN=C2NC3=CC(=C(C=C3)F)Cl)OCCCN4CCOCC4. Drug 2: C1=CN(C(=O)N=C1N)C2C(C(C(O2)CO)O)O.Cl. Cell line: NCI-H522. Synergy scores: CSS=48.2, Synergy_ZIP=-4.52, Synergy_Bliss=-4.98, Synergy_Loewe=1.51, Synergy_HSA=3.44.